Dataset: Full USPTO retrosynthesis dataset with 1.9M reactions from patents (1976-2016). Task: Predict the reactants needed to synthesize the given product. Given the product [Cl:17][C:8]1[C:9]2[CH:13]=[CH:12][S:11][C:10]=2[N:5]=[CH:6][N:7]=1, predict the reactants needed to synthesize it. The reactants are: C([O-])=O.[NH4+].[N:5]1[C:10]2[S:11][CH:12]=[CH:13][C:9]=2[C:8](O)=[N:7][CH:6]=1.S(Cl)([Cl:17])=O.CN(C=O)C.